This data is from Forward reaction prediction with 1.9M reactions from USPTO patents (1976-2016). The task is: Predict the product of the given reaction. Given the reactants CO.[CH2:3]([O:10][C:11]1[CH:16]=[CH:15][C:14]([CH2:17][C:18]#[C:19][Si](C)(C)C)=[CH:13][CH:12]=1)[C:4]1[CH:9]=[CH:8][CH:7]=[CH:6][CH:5]=1.C(=O)([O-])[O-].[K+].[K+], predict the reaction product. The product is: [CH2:3]([O:10][C:11]1[CH:12]=[CH:13][C:14]([CH2:17][C:18]#[CH:19])=[CH:15][CH:16]=1)[C:4]1[CH:5]=[CH:6][CH:7]=[CH:8][CH:9]=1.